From a dataset of Full USPTO retrosynthesis dataset with 1.9M reactions from patents (1976-2016). Predict the reactants needed to synthesize the given product. (1) Given the product [CH3:36][O:5][C:4](=[O:6])[C:3]1[CH:7]=[CH:8][C:9]([NH:11][C:12]([C:14]2[CH:23]=[C:22]3[C:17]([CH2:18][CH2:19][CH2:20][N:21]3[S:24]([C:27]3[CH:32]=[CH:31][C:30]([Cl:33])=[C:29]([Cl:34])[CH:28]=3)(=[O:26])=[O:25])=[CH:16][CH:15]=2)=[O:13])=[CH:10][C:2]=1[Cl:1], predict the reactants needed to synthesize it. The reactants are: [Cl:1][C:2]1[CH:10]=[C:9]([NH:11][C:12]([C:14]2[CH:23]=[C:22]3[C:17]([CH2:18][CH2:19][CH2:20][N:21]3[S:24]([C:27]3[CH:32]=[CH:31][C:30]([Cl:33])=[C:29]([Cl:34])[CH:28]=3)(=[O:26])=[O:25])=[CH:16][CH:15]=2)=[O:13])[CH:8]=[CH:7][C:3]=1[C:4]([OH:6])=[O:5].Cl[C:36]1C=C(S(Cl)(=O)=O)C=CC=1Cl. (2) Given the product [NH2:8][CH2:7][CH2:6][O:5][C:4]1[CH:16]=[C:17]([N+:20]([O-:22])=[O:21])[CH:18]=[CH:19][C:3]=1[C:1]#[N:2], predict the reactants needed to synthesize it. The reactants are: [C:1]([C:3]1[CH:19]=[CH:18][C:17]([N+:20]([O-:22])=[O:21])=[CH:16][C:4]=1[O:5][CH2:6][CH2:7][NH:8]C(=O)OC(C)(C)C)#[N:2].C(O)(C(F)(F)F)=O. (3) Given the product [CH:66]1([C:72]2[O:73][C:29]([C:12]3[CH:11]=[C:10]([C:5]4[CH:6]=[CH:7][CH:8]=[C:9]5[C:4]=4[CH:3]=[CH:2][NH:1]5)[CH:18]=[C:17]4[C:13]=3[CH:14]=[N:15][NH:16]4)=[N:30][N:31]=2)[CH2:71][CH2:70][CH2:69][CH2:68][CH2:67]1, predict the reactants needed to synthesize it. The reactants are: [NH:1]1[C:9]2[C:4](=[C:5]([C:10]3[CH:18]=[C:17]4[C:13]([CH:14]=[N:15][N:16]4S(C4C=CC(C)=CC=4)(=O)=O)=[C:12]([C:29]4NN=[N:31][N:30]=4)[CH:11]=3)[CH:6]=[CH:7][CH:8]=2)[CH:3]=[CH:2]1.[NH:1]1[C:9]2[C:4](=[C:5]([C:10]3[CH:18]=[C:17]4[C:13]([CH:14]=[N:15][N:16]4S(C4C=CC=CC=4)(=O)=O)=[C:12]([C:29]4NN=[N:31][N:30]=4)[CH:11]=3)[CH:6]=[CH:7][CH:8]=2)[CH:3]=[CH:2]1.[CH:66]1([C:72](Cl)=[O:73])[CH2:71][CH2:70][CH2:69][CH2:68][CH2:67]1.[OH-].[Na+].Cl. (4) Given the product [Br:20][CH2:19][C:14]1[CH:13]=[C:12]([CH:17]=[C:16]([CH3:18])[CH:15]=1)[O:11][CH2:10][CH2:9][O:8][Si:5]([C:1]([CH3:4])([CH3:3])[CH3:2])([CH3:7])[CH3:6], predict the reactants needed to synthesize it. The reactants are: [C:1]([Si:5]([O:8][CH2:9][CH2:10][O:11][C:12]1[CH:17]=[C:16]([CH3:18])[CH:15]=[C:14]([CH3:19])[CH:13]=1)([CH3:7])[CH3:6])([CH3:4])([CH3:3])[CH3:2].[Br:20]N1C(=O)CCC1=O.C(OOC(=O)C1C=CC=CC=1)(=O)C1C=CC=CC=1. (5) Given the product [CH3:4][C:2]([NH:5][CH2:6][C:7]([NH:9][C:10]1[CH:11]=[C:12]([N:40]([CH3:42])[CH3:41])[C:13]2[CH2:25][C@@H:24]3[C:19](=[C:20]([OH:39])[C@:21]4([OH:38])[C:29](=[O:30])[C:28]([C:31]([NH2:33])=[O:32])=[C:27]([OH:34])[C@@H:26]([N:35]([CH3:37])[CH3:36])[C@@H:22]4[CH2:23]3)[C:17](=[O:18])[C:14]=2[C:15]=1[OH:16])=[O:8])([CH3:1])[CH3:3].[CH3:4][C:2]([NH:5][CH2:6][C:7]([NH:9][C:10]1[CH:11]=[C:12]([N:40]([CH3:42])[CH3:41])[C:13]2[CH2:25][C@@H:24]3[C:19](=[C:17]([OH:18])[C:14]=2[C:15]=1[OH:16])[C:20](=[O:39])[C@@:21]1([OH:38])[C@H:22]([C@H:26]([N:35]([CH3:36])[CH3:37])[C:27]([C:28]([C:31]([NH2:33])=[O:32])=[C:29]1[OH:30])=[O:34])[CH2:23]3)=[O:8])([CH3:1])[CH3:3].[ClH:43], predict the reactants needed to synthesize it. The reactants are: [CH3:1][C:2]([NH:5][CH2:6][C:7]([NH:9][C:10]1[CH:11]=[C:12]([N:40]([CH3:42])[CH3:41])[C:13]2[CH2:25][C@@H:24]3[C:19](=[C:20]([OH:39])[C@:21]4([OH:38])[C:29](=[O:30])[C:28]([C:31]([NH2:33])=[O:32])=[C:27]([OH:34])[C@@H:26]([N:35]([CH3:37])[CH3:36])[C@@H:22]4[CH2:23]3)[C:17](=[O:18])[C:14]=2[C:15]=1[OH:16])=[O:8])([CH3:4])[CH3:3].[ClH:43]. (6) Given the product [ClH:1].[ClH:1].[C:36]([N:31]1[CH2:30][CH2:29][CH:28]([O:27][C:24]2[CH:25]=[CH:26][C:21]([N:15]([CH2:14]/[CH:13]=[CH:12]/[C:10]3[CH:11]=[C:6]([C:3](=[NH:4])[NH2:5])[CH:7]=[CH:8][C:9]=3[F:34])[S:16]([CH2:19][CH3:20])(=[O:18])=[O:17])=[CH:22][CH:23]=2)[CH2:33][CH2:32]1)(=[NH:41])[CH3:37], predict the reactants needed to synthesize it. The reactants are: [ClH:1].Cl.[C:3]([C:6]1[CH:7]=[CH:8][C:9]([F:34])=[C:10](/[CH:12]=[CH:13]/[CH2:14][N:15]([C:21]2[CH:26]=[CH:25][C:24]([O:27][CH:28]3[CH2:33][CH2:32][NH:31][CH2:30][CH2:29]3)=[CH:23][CH:22]=2)[S:16]([CH2:19][CH3:20])(=[O:18])=[O:17])[CH:11]=1)(=[NH:5])[NH2:4].Cl.[C:36](=[NH:41])(OCC)[CH3:37].C(N(CC)CC)C.Cl. (7) Given the product [CH3:9][C:8]1([CH3:10])[C:11]([CH3:13])([CH3:12])[O:6][B:4](/[CH:1]=[CH:2]\[CH3:3])[O:5]1, predict the reactants needed to synthesize it. The reactants are: [CH:1](/[B:4]([OH:6])[OH:5])=[CH:2]/[CH3:3].O[C:8]([C:11](O)([CH3:13])[CH3:12])([CH3:10])[CH3:9].S([O-])([O-])(=O)=O.[Mg+2]. (8) Given the product [F:28][C:23]([F:29])([C:24]([F:25])([F:26])[F:27])[CH2:22][CH2:21][CH2:20][CH2:19][CH2:18][CH2:17][CH:8]([CH2:1][CH2:2][CH2:3][CH2:4][CH2:5][CH:6]=[CH2:7])[C:9]([O:11][CH3:12])=[O:10], predict the reactants needed to synthesize it. The reactants are: [CH2:1]([C:8]([CH2:17][CH2:18][CH2:19][CH2:20][CH2:21][CH2:22][C:23]([F:29])([F:28])[C:24]([F:27])([F:26])[F:25])(C(OC)=O)[C:9]([O:11][CH3:12])=[O:10])[CH2:2][CH2:3][CH2:4][CH2:5][CH:6]=[CH2:7].O.[Cl-].[Li+].CCCCCC.C(OCC)(=O)C. (9) Given the product [CH3:14][N:15]([CH3:16])[C:2]1[N:7]=[CH:6][C:5]([C:8](=[O:10])[CH3:9])=[CH:4][CH:3]=1, predict the reactants needed to synthesize it. The reactants are: Cl[C:2]1[N:7]=[CH:6][C:5]([C:8](=[O:10])[CH3:9])=[CH:4][CH:3]=1.C(O)C.[CH3:14][NH:15][CH3:16]. (10) Given the product [OH:21][CH2:20][C:19]([N:12]1[C:13]2[CH:18]=[CH:17][N:16]=[CH:15][C:14]=2[C:10]([C:8]([C:4]2[CH:3]=[C:2]([NH:1][C:40](=[O:41])[CH2:39][C:36]3[CH:35]=[CH:34][C:33]([C:32]([F:43])([F:31])[F:44])=[CH:38][CH:37]=3)[CH:7]=[CH:6][N:5]=2)=[O:9])=[CH:11]1)([CH3:30])[CH3:29], predict the reactants needed to synthesize it. The reactants are: [NH2:1][C:2]1[CH:7]=[CH:6][N:5]=[C:4]([C:8]([C:10]2[C:14]3[CH:15]=[N:16][CH:17]=[CH:18][C:13]=3[N:12]([C:19]([CH3:30])([CH3:29])[CH2:20][O:21][Si](C(C)(C)C)(C)C)[CH:11]=2)=[O:9])[CH:3]=1.[F:31][C:32]([F:44])([F:43])[C:33]1[CH:38]=[CH:37][C:36]([CH2:39][C:40](O)=[O:41])=[CH:35][CH:34]=1.